Dataset: Catalyst prediction with 721,799 reactions and 888 catalyst types from USPTO. Task: Predict which catalyst facilitates the given reaction. (1) Reactant: [NH2:1][C:2]1[C:3]([F:12])=[C:4]([CH:9]=[CH:10][CH:11]=1)[C:5]([O:7][CH3:8])=[O:6].ClCCl.N1C=CC=CC=1.[F:22][C:23]1[CH:28]=[CH:27][CH:26]=[C:25]([F:29])[C:24]=1[S:30](Cl)(=[O:32])=[O:31]. Product: [F:22][C:23]1[CH:28]=[CH:27][CH:26]=[C:25]([F:29])[C:24]=1[S:30]([NH:1][C:2]1[C:3]([F:12])=[C:4]([CH:9]=[CH:10][CH:11]=1)[C:5]([O:7][CH3:8])=[O:6])(=[O:32])=[O:31]. The catalyst class is: 13. (2) Reactant: [C:1]([O:5][C:6](=[O:12])[NH:7][CH2:8][CH2:9][CH2:10][NH2:11])([CH3:4])([CH3:3])[CH3:2].[C:13](Cl)(=[O:20])[C:14]1[CH:19]=[CH:18][CH:17]=[CH:16][CH:15]=1.C(N(CC)CC)C. Product: [C:1]([O:5][C:6](=[O:12])[NH:7][CH2:8][CH2:9][CH2:10][NH:11][C:13](=[O:20])[C:14]1[CH:19]=[CH:18][CH:17]=[CH:16][CH:15]=1)([CH3:4])([CH3:2])[CH3:3]. The catalyst class is: 2. (3) Reactant: [C:1](Cl)(Cl)=[S:2].[F:5][C:6]([F:18])([F:17])[C:7]1[N:11]2[N:12]=[C:13]([NH2:16])[CH:14]=[CH:15][C:10]2=[N:9][N:8]=1. Product: [N:16]([C:13]1[CH:14]=[CH:15][C:10]2[N:11]([C:7]([C:6]([F:18])([F:17])[F:5])=[N:8][N:9]=2)[N:12]=1)=[C:1]=[S:2]. The catalyst class is: 877. (4) Reactant: Cl[C:2]1[N:10]=[C:9]([C:11]([F:14])([F:13])[F:12])[N:8]=[C:7]2[C:3]=1[NH:4][CH:5]=[N:6]2.[CH3:15][NH:16][CH3:17].C(N(CC)CC)C.CN(C)C=O. Product: [CH3:15][N:16]([CH3:17])[C:2]1[N:10]=[C:9]([C:11]([F:14])([F:13])[F:12])[N:8]=[C:7]2[C:3]=1[NH:4][CH:5]=[N:6]2. The catalyst class is: 7. (5) Reactant: [Cl:1][C:2]1[CH:7]=[CH:6][C:5]([CH:8]([C:13]2[C:21]3[C:16](=[C:17]([CH2:22][S:23][CH3:24])[CH:18]=[CH:19][CH:20]=3)[NH:15][CH:14]=2)[CH2:9][CH2:10][C:11]#[N:12])=[CH:4][C:3]=1[F:25].ClCCl.ClC1C=CC=C(C(OO)=[O:37])C=1. Product: [Cl:1][C:2]1[CH:7]=[CH:6][C:5]([CH:8]([C:13]2[C:21]3[C:16](=[C:17]([CH2:22][S:23]([CH3:24])=[O:37])[CH:18]=[CH:19][CH:20]=3)[NH:15][CH:14]=2)[CH2:9][CH2:10][C:11]#[N:12])=[CH:4][C:3]=1[F:25]. The catalyst class is: 5. (6) Reactant: Br[CH2:2][CH:3]1[O:8][C:7]2[CH:9]=[CH:10][CH:11]=[CH:12][C:6]=2[O:5][CH2:4]1.[NH:13]1[CH2:18][CH2:17][CH2:16][CH:15]([OH:19])[CH2:14]1.C([O-])([O-])=O.[K+].[K+]. Product: [O:8]1[C:7]2[CH:9]=[CH:10][CH:11]=[CH:12][C:6]=2[O:5][CH2:4][CH:3]1[CH2:2][N:13]1[CH2:18][CH2:17][CH2:16][CH:15]([OH:19])[CH2:14]1. The catalyst class is: 3. (7) Reactant: [F:1][C:2]([F:33])([F:32])[C:3]1[CH:4]=[C:5]([C:9]2[C:10]([C:15]([C:17]3[NH:18][C:19]4[C:24]([C:25]=3[CH2:26][C:27]([O:29]CC)=[O:28])=[CH:23][CH:22]=[CH:21][CH:20]=4)=[O:16])=[CH:11][CH:12]=[CH:13][CH:14]=2)[CH:6]=[CH:7][CH:8]=1.[OH-].[K+].O.CCOCC. Product: [F:33][C:2]([F:1])([F:32])[C:3]1[CH:4]=[C:5]([C:9]2[C:10]([C:15]([C:17]3[NH:18][C:19]4[C:24]([C:25]=3[CH2:26][C:27]([OH:29])=[O:28])=[CH:23][CH:22]=[CH:21][CH:20]=4)=[O:16])=[CH:11][CH:12]=[CH:13][CH:14]=2)[CH:6]=[CH:7][CH:8]=1. The catalyst class is: 36. (8) Reactant: [NH2:1][C:2]1[CH:6]=[CH:5][S:4][C:3]=1C(OC)=O.[OH-].[Na+].Cl.[C:14]([OH:19])(=[O:18])[C:15]([OH:17])=[O:16]. Product: [C:14]([OH:19])(=[O:18])[C:15]([OH:17])=[O:16].[NH2:1][C:2]1[CH:6]=[CH:5][S:4][CH:3]=1. The catalyst class is: 28. (9) Reactant: C([O-])(=O)C.[Na+].[F:6][CH:7]([C:9]1[N:10]=[C:11]([CH2:31][CH2:32][CH3:33])[N:12]([CH2:16][C:17]2[CH:22]=[CH:21][C:20]([C:23]3[C:24]([C:29]#[N:30])=[CH:25][CH:26]=[CH:27][CH:28]=3)=[CH:19][CH:18]=2)[C:13](=[O:15])[CH:14]=1)[CH3:8].[Br:34]Br. Product: [Br:34][C:14]1[C:13](=[O:15])[N:12]([CH2:16][C:17]2[CH:22]=[CH:21][C:20]([C:23]3[C:24]([C:29]#[N:30])=[CH:25][CH:26]=[CH:27][CH:28]=3)=[CH:19][CH:18]=2)[C:11]([CH2:31][CH2:32][CH3:33])=[N:10][C:9]=1[CH:7]([F:6])[CH3:8]. The catalyst class is: 15. (10) Reactant: [N+:1]([C:4]1[CH:12]=[C:11]2[C:7]([CH2:8][C@@H:9]([OH:28])[C@@H:10]2[NH:13][C:14]([C:16]2[CH:21]=[CH:20][C:19]([C:22]3[CH:27]=[CH:26][CH:25]=[CH:24][CH:23]=3)=[CH:18][CH:17]=2)=[O:15])=[CH:6][CH:5]=1)([O-])=O.[H][H]. Product: [NH2:1][C:4]1[CH:12]=[C:11]2[C:7]([CH2:8][C@@H:9]([OH:28])[C@@H:10]2[NH:13][C:14]([C:16]2[CH:21]=[CH:20][C:19]([C:22]3[CH:23]=[CH:24][CH:25]=[CH:26][CH:27]=3)=[CH:18][CH:17]=2)=[O:15])=[CH:6][CH:5]=1. The catalyst class is: 394.